From a dataset of Full USPTO retrosynthesis dataset with 1.9M reactions from patents (1976-2016). Predict the reactants needed to synthesize the given product. Given the product [CH2:26]([O:25][C:23]([CH:22]1[CH2:28][CH2:29][N:19]([C:2]2[CH:18]=[CH:17][C:5]([C:6](=[O:7])[NH:8][C:9]3[CH:14]=[CH:13][C:12]([CH3:15])=[C:11]([I:16])[CH:10]=3)=[CH:4][N:3]=2)[CH2:20][CH2:21]1)=[O:24])[CH3:27], predict the reactants needed to synthesize it. The reactants are: Cl[C:2]1[CH:18]=[CH:17][C:5]([C:6]([NH:8][C:9]2[CH:14]=[CH:13][C:12]([CH3:15])=[C:11]([I:16])[CH:10]=2)=[O:7])=[CH:4][N:3]=1.[NH:19]1[CH2:29][CH2:28][CH:22]([C:23]([O:25][CH2:26][CH3:27])=[O:24])[CH2:21][CH2:20]1.C(N(C(C)C)CC)(C)C.